From a dataset of Reaction yield outcomes from USPTO patents with 853,638 reactions. Predict the reaction yield, written as a fraction of the theoretical maximum amount of product (1.0 means a 100% yield; for example, 0.34 means a 34% yield). (1) The reactants are [CH2:1]([O:8][C:9](=[O:19])[NH:10][C:11]1[CH:16]=[CH:15][C:14](Br)=[CH:13][C:12]=1[CH3:18])[C:2]1[CH:7]=[CH:6][CH:5]=[CH:4][CH:3]=1.CC1(C)C(C)(C)OB([C:28]2[CH2:33][CH2:32][N:31]([C:34]([O:36][C:37]([CH3:40])([CH3:39])[CH3:38])=[O:35])[CH2:30][CH:29]=2)O1.C(=O)([O-])[O-].[K+].[K+]. The catalyst is CN(C=O)C. The product is [CH2:1]([O:8][C:9]([NH:10][C:11]1[CH:16]=[CH:15][C:14]([C:28]2[CH2:33][CH2:32][N:31]([C:34]([O:36][C:37]([CH3:40])([CH3:39])[CH3:38])=[O:35])[CH2:30][CH:29]=2)=[CH:13][C:12]=1[CH3:18])=[O:19])[C:2]1[CH:7]=[CH:6][CH:5]=[CH:4][CH:3]=1. The yield is 0.720. (2) The reactants are [H-].[Na+].[CH3:3][CH2:4][C:5](=[O:8])[CH2:6][CH3:7].[CH:9]([O:11][CH3:12])=O.COS(OC)(=O)=O.[NH4+].[OH-]. The catalyst is C1(C)C=CC=CC=1.CO.CCOCC. The product is [CH3:12][O:11][CH:9]=[C:4]([CH3:3])[C:5](=[O:8])[CH2:6][CH3:7]. The yield is 0.740. (3) The reactants are [Br:1][C:2]1[CH:3]=[N:4][CH:5]=[C:6]([Br:8])[CH:7]=1.[OH:9]O. The catalyst is ClCCl.C[Re](=O)(=O)=O.[O-2].[O-2].[Mn+4]. The product is [Br:1][C:2]1[CH:3]=[N+:4]([O-:9])[CH:5]=[C:6]([Br:8])[CH:7]=1. The yield is 0.820. (4) The reactants are [CH:1]([NH:4][C:5](=[NH:7])[CH3:6])([CH3:3])[CH3:2].Br[CH:9]([CH:13](OC)OC)[C:10](=[O:12])[CH3:11].C(N(CC)CC)C.S(=O)(=O)(O)O. The catalyst is C(O)(C)C. The product is [C:10]([C:9]1[N:4]([CH:1]([CH3:3])[CH3:2])[C:5]([CH3:6])=[N:7][CH:13]=1)(=[O:12])[CH3:11]. The yield is 0.540. (5) The reactants are [CH3:1][O:2][C:3]1[CH:4]=[C:5]2[C:9](=[CH:10][CH:11]=1)[NH:8][C:7](=[O:12])[C@:6]12[CH2:14][C@H:13]1[C:15]1[CH:23]=[C:22]2[C:18]([C:19]([C:24]3[CH:29]=[CH:28][C:27]([CH:30]4[CH2:35][CH2:34][N:33](C(OC(C)(C)C)=O)[CH2:32][CH2:31]4)=[CH:26][CH:25]=3)=[N:20][NH:21]2)=[CH:17][CH:16]=1.[C:43]([OH:49])([C:45]([F:48])([F:47])[F:46])=[O:44]. The catalyst is C(Cl)Cl. The product is [F:46][C:45]([F:48])([F:47])[C:43]([OH:49])=[O:44].[CH3:1][O:2][C:3]1[CH:4]=[C:5]2[C:9](=[CH:10][CH:11]=1)[NH:8][C:7](=[O:12])[C@:6]12[CH2:14][C@H:13]1[C:15]1[CH:23]=[C:22]2[C:18]([C:19]([C:24]3[CH:29]=[CH:28][C:27]([CH:30]4[CH2:35][CH2:34][NH:33][CH2:32][CH2:31]4)=[CH:26][CH:25]=3)=[N:20][NH:21]2)=[CH:17][CH:16]=1. The yield is 0.720. (6) The catalyst is C(O)C.C1COCC1.[Fe]. The reactants are [F:1][C:2]1[CH:7]=[CH:6][C:5]([N:8]2[C:12]([C:13]3[CH:18]=[CH:17][C:16]([N+:19]([O-])=O)=[CH:15][CH:14]=3)=[CH:11][CH:10]=[C:9]2[C:22]2[CH:27]=[CH:26][C:25]([N+:28]([O-])=O)=[CH:24][CH:23]=2)=[CH:4][CH:3]=1.[Cl-].[NH4+].O. The product is [F:1][C:2]1[CH:7]=[CH:6][C:5]([N:8]2[C:9]([C:22]3[CH:27]=[CH:26][C:25]([NH2:28])=[CH:24][CH:23]=3)=[CH:10][CH:11]=[C:12]2[C:13]2[CH:18]=[CH:17][C:16]([NH2:19])=[CH:15][CH:14]=2)=[CH:4][CH:3]=1. The yield is 0.770. (7) The reactants are [CH3:1][O:2][C:3]1[CH:18]=[CH:17][C:6]([CH2:7][O:8][C:9]2[CH:16]=[CH:15][C:12]([CH:13]=O)=[CH:11][CH:10]=2)=[CH:5][CH:4]=1.Cl.[NH2:20][OH:21].[OH-].[Na+].C(O)(=O)C. The catalyst is O.C(O)C. The product is [CH3:1][O:2][C:3]1[CH:18]=[CH:17][C:6]([CH2:7][O:8][C:9]2[CH:16]=[CH:15][C:12]([CH:13]=[N:20][OH:21])=[CH:11][CH:10]=2)=[CH:5][CH:4]=1. The yield is 0.840.